This data is from Full USPTO retrosynthesis dataset with 1.9M reactions from patents (1976-2016). The task is: Predict the reactants needed to synthesize the given product. (1) Given the product [CH3:9][O:8][C:5]1[CH:6]=[CH:7][C:2]2[CH:11]=[C:12]([CH3:13])[O:10][C:3]=2[CH:4]=1, predict the reactants needed to synthesize it. The reactants are: I[C:2]1[CH:7]=[CH:6][C:5]([O:8][CH3:9])=[CH:4][C:3]=1[OH:10].[CH:11]#[C:12][CH3:13]. (2) Given the product [NH2:12][C:9]1[CH:8]=[CH:7][C:6]([C:5]([NH:4][CH3:3])=[O:15])=[CH:11][CH:10]=1, predict the reactants needed to synthesize it. The reactants are: [Cl-].[NH4+].[CH3:3][NH:4][C:5](=[O:15])[C:6]1[CH:11]=[CH:10][C:9]([N+:12]([O-])=O)=[CH:8][CH:7]=1. (3) Given the product [CH3:39][N:36]1[C:37]([CH3:38])=[C:33]([CH2:32][NH:31][C:29]([C:12]2[CH:13]=[C:14]([C:16]3[CH:21]=[CH:20][C:19]([CH2:22][N:23]4[CH2:24][CH2:25][O:26][CH2:27][CH2:28]4)=[CH:18][CH:17]=3)[CH:15]=[C:10]([N:9]([C@H:6]3[CH2:7][CH2:8][C@H:3]([N:2]([CH3:1])[CH3:45])[CH2:4][CH2:5]3)[CH2:43][CH3:44])[C:11]=2[CH3:42])=[O:30])[C:34](=[O:40])[NH:35]1, predict the reactants needed to synthesize it. The reactants are: [CH3:1][N:2]([CH3:45])[C@H:3]1[CH2:8][CH2:7][C@H:6]([N:9]([CH2:43][CH3:44])[C:10]2[C:11]([CH3:42])=[C:12]([C:29]([NH:31][CH2:32][C:33]3[C:34]([O:40]C)=[N:35][N:36]([CH3:39])[C:37]=3[CH3:38])=[O:30])[CH:13]=[C:14]([C:16]3[CH:21]=[CH:20][C:19]([CH2:22][N:23]4[CH2:28][CH2:27][O:26][CH2:25][CH2:24]4)=[CH:18][CH:17]=3)[CH:15]=2)[CH2:5][CH2:4]1.B(Br)(Br)Br.C(=O)(O)[O-].[Na+]. (4) Given the product [O:3]1[C:7]2[CH:8]=[CH:9][CH:10]=[C:11]([CH:12]3[CH2:17][CH2:16][N:15]([CH2:18][CH2:19][C@H:20]4[CH2:21][CH2:22][C@H:23]([NH:26][C:36](=[O:37])[C:35]5[CH:39]=[CH:40][C:32]([N:27]6[CH:31]=[CH:30][CH:29]=[CH:28]6)=[CH:33][CH:34]=5)[CH2:24][CH2:25]4)[CH2:14][CH2:13]3)[C:6]=2[CH2:5][CH2:4]1, predict the reactants needed to synthesize it. The reactants are: Cl.Cl.[O:3]1[C:7]2[CH:8]=[CH:9][CH:10]=[C:11]([CH:12]3[CH2:17][CH2:16][N:15]([CH2:18][CH2:19][C@H:20]4[CH2:25][CH2:24][C@H:23]([NH2:26])[CH2:22][CH2:21]4)[CH2:14][CH2:13]3)[C:6]=2[CH2:5][CH2:4]1.[N:27]1([C:32]2[CH:40]=[CH:39][C:35]([C:36](O)=[O:37])=[CH:34][CH:33]=2)[CH:31]=[CH:30][CH:29]=[CH:28]1.